Dataset: Full USPTO retrosynthesis dataset with 1.9M reactions from patents (1976-2016). Task: Predict the reactants needed to synthesize the given product. (1) Given the product [NH2:22][S:19]([N:6]1[CH2:7][CH2:8][CH2:9][C@H:5]1[C:4]([N:3]([CH3:11])[CH3:2])=[O:10])(=[O:21])=[O:20], predict the reactants needed to synthesize it. The reactants are: Cl.[CH3:2][N:3]([CH3:11])[C:4](=[O:10])[C@@H:5]1[CH2:9][CH2:8][CH2:7][NH:6]1.C(N(CC)CC)C.[S:19](N)([NH2:22])(=[O:21])=[O:20]. (2) Given the product [CH3:19][O:20][C:21]([C:23]1[C:24]([NH:34][C:35]2[CH:40]=[CH:39][C:38]([CH3:41])=[CH:37][C:36]=2[F:42])=[C:25]([F:33])[C:26]2[N:27]([C:29]([C:18]#[C:17][Si:14]([CH3:16])([CH3:15])[CH3:13])=[CH:30][N:31]=2)[CH:28]=1)=[O:22], predict the reactants needed to synthesize it. The reactants are: C1COCC1.C(NC(C)C)(C)C.[CH3:13][Si:14]([C:17]#[CH:18])([CH3:16])[CH3:15].[CH3:19][O:20][C:21]([C:23]1[C:24]([NH:34][C:35]2[CH:40]=[CH:39][C:38]([CH3:41])=[CH:37][C:36]=2[F:42])=[C:25]([F:33])[C:26]2[N:27]([C:29](I)=[CH:30][N:31]=2)[CH:28]=1)=[O:22]. (3) Given the product [C:32]([N:35]1[CH2:36][CH2:37][N:38]([CH2:48][CH2:49][CH2:50][O:24][C:18]2[CH:17]=[C:16]3[C:21]([C:12]([O:11][C:10]4[C:2]([F:1])=[C:3]5[C:7](=[CH:8][CH:9]=4)[NH:6][C:5]([CH3:25])=[CH:4]5)=[N:13][CH:14]=[N:15]3)=[CH:20][C:19]=2[O:22][CH3:23])[CH2:39][CH2:40]1)(=[O:34])[CH3:33], predict the reactants needed to synthesize it. The reactants are: [F:1][C:2]1[C:10]([O:11][C:12]2[C:21]3[C:16](=[CH:17][C:18]([OH:24])=[C:19]([O:22][CH3:23])[CH:20]=3)[N:15]=[CH:14][N:13]=2)=[CH:9][CH:8]=[C:7]2[C:3]=1[CH:4]=[C:5]([CH3:25])[NH:6]2.C(=O)([O-])[O-].[K+].[K+].[C:32]([N:35]1[CH2:40][CH2:39][N:38](OCCCCl)[CH2:37][CH2:36]1)(=[O:34])[CH3:33].CN1C[CH2:50][CH2:49][C:48]1=O. (4) Given the product [Si:9]([O:8][CH:6]1[CH2:7][N:4]([C:1](=[O:3])[NH2:2])[CH2:5]1)([C:22]([CH3:25])([CH3:24])[CH3:23])([C:16]1[CH:17]=[CH:18][CH:19]=[CH:20][CH:21]=1)[C:10]1[CH:15]=[CH:14][CH:13]=[CH:12][CH:11]=1, predict the reactants needed to synthesize it. The reactants are: [C:1]([N:4]1[CH2:7][CH:6]([OH:8])[CH2:5]1)(=[O:3])[NH2:2].[Si:9](Cl)([C:22]([CH3:25])([CH3:24])[CH3:23])([C:16]1[CH:21]=[CH:20][CH:19]=[CH:18][CH:17]=1)[C:10]1[CH:15]=[CH:14][CH:13]=[CH:12][CH:11]=1.N1C=CN=C1.C(O)C. (5) Given the product [CH3:6][O:5][C:1](=[O:4])[CH:2]=[CH:3][C:8]1[C:13]2[N:14]([C:17]3[CH:22]=[CH:21][CH:20]=[CH:19][CH:18]=3)[CH:15]=[N:16][C:12]=2[CH:11]=[C:10]([C:23]([F:25])([F:26])[F:24])[CH:9]=1, predict the reactants needed to synthesize it. The reactants are: [C:1]([O:5][CH3:6])(=[O:4])[CH:2]=[CH2:3].I[C:8]1[C:13]2[N:14]([C:17]3[CH:22]=[CH:21][CH:20]=[CH:19][CH:18]=3)[CH:15]=[N:16][C:12]=2[CH:11]=[C:10]([C:23]([F:26])([F:25])[F:24])[CH:9]=1.C(N(CC)CC)C.C1(C)C=CC=CC=1P(C1C=CC=CC=1C)C1C=CC=CC=1C. (6) Given the product [CH3:9][O:8][C:4]1[CH:3]=[C:2]([NH2:11])[CH:7]=[N:6][CH:5]=1, predict the reactants needed to synthesize it. The reactants are: Br[C:2]1[CH:3]=[C:4]([O:8][CH3:9])[CH:5]=[N:6][CH:7]=1.[OH-].[NH4+:11].[Br-]. (7) Given the product [Cl-:103].[OH:46][C:47]1[CH:48]=[C:49]([CH:50]=[CH:54][CH:55]=1)[C:7]([NH:9][CH2:10][CH2:11][N+:12]12[CH2:17][CH2:16][CH:15]([CH2:18][CH2:19]1)[C@@H:14]([O:20][C:21](=[O:36])[C:22]([OH:35])([C:23]1[CH:28]=[CH:27][CH:26]=[CH:25][CH:24]=1)[C:29]1[CH:34]=[CH:33][CH:32]=[CH:31][CH:30]=1)[CH2:13]2)=[O:8], predict the reactants needed to synthesize it. The reactants are: [Br-].OC1C=CC([C:7]([NH:9][CH2:10][CH2:11][N+:12]23[CH2:19][CH2:18][CH:15]([CH2:16][CH2:17]2)[C@@H:14]([O:20][C:21](=[O:36])[C:22]([OH:35])([C:29]2[CH:34]=[CH:33][CH:32]=[CH:31][CH:30]=2)[C:23]2[CH:28]=[CH:27][CH:26]=[CH:25][CH:24]=2)[CH2:13]3)=[O:8])=CC=1.C([O:46][C:47]1[CH:55]=[CH:54][C:50](C(O)=O)=[CH:49][CH:48]=1)C1C=CC=CC=1.C(OC1C=C(C=CC=1)C(O)=O)C1C=CC=CC=1.Br.[Br-].NCC[N+]12CCC(CC1)[C@@H](OC(=O)C(O)(C1C=CC=CC=1)C1C=CC=CC=1)C2.[ClH:103].[Cl-].NCC[N+]12CCC(CC1)[C@@H](OC(=O)C(O)(C1C=CC=CC=1)C1C=CC=CC=1)C2. (8) Given the product [Cl:1][C:2]1[CH:30]=[CH:29][C:5]([CH2:6][C:7]2[N:8]=[C:9]([C:17]3[C:18]([CH3:28])=[N:19][N:20]4[CH:25]=[CH:24][C:23]([CH2:26][NH:43][CH2:42][C:41]5[CH:44]=[CH:45][C:46]([O:48][CH3:49])=[CH:47][C:40]=5[O:39][CH3:38])=[CH:22][C:21]=34)[S:10][C:11]=2[C:12]2[NH:16][CH:15]=[N:14][N:13]=2)=[CH:4][CH:3]=1, predict the reactants needed to synthesize it. The reactants are: [Cl:1][C:2]1[CH:30]=[CH:29][C:5]([CH2:6][C:7]2[N:8]=[C:9]([C:17]3[C:18]([CH3:28])=[N:19][N:20]4[CH:25]=[CH:24][C:23]([CH:26]=O)=[CH:22][C:21]=34)[S:10][C:11]=2[C:12]2[NH:16][CH:15]=[N:14][N:13]=2)=[CH:4][CH:3]=1.C(O)(=O)C.C(Cl)Cl.[CH3:38][O:39][C:40]1[CH:47]=[C:46]([O:48][CH3:49])[CH:45]=[CH:44][C:41]=1[CH2:42][NH2:43].C(O[BH-](OC(=O)C)OC(=O)C)(=O)C.[Na+].C([O-])(O)=O.[Na+]. (9) The reactants are: Br[C:2]1[CH:7]=[CH:6][C:5]([S:8]([NH:11][C:12]2[S:13][CH:14]=[CH:15][N:16]=2)(=[O:10])=[O:9])=[CH:4][CH:3]=1.[CH3:17][CH:18]1[CH2:23][NH:22][CH2:21][CH2:20][NH:19]1.C(P(C(C)(C)C)C1C=CC=CC=1C1C=CC=CC=1)(C)(C)C.O(C(C)(C)C)[Na]. Given the product [CH3:17][CH:18]1[NH:19][CH2:20][CH2:21][N:22]([C:2]2[CH:7]=[CH:6][C:5]([S:8]([NH:11][C:12]3[S:13][CH:14]=[CH:15][N:16]=3)(=[O:10])=[O:9])=[CH:4][CH:3]=2)[CH2:23]1, predict the reactants needed to synthesize it.